This data is from Full USPTO retrosynthesis dataset with 1.9M reactions from patents (1976-2016). The task is: Predict the reactants needed to synthesize the given product. Given the product [CH2:1]([C:6]1[CH:10]=[CH:9][S:8][C:7]=1[C:11]1[N:24]([CH3:25])[C:14]2=[N:15][CH:16]=[C:17]([S:19][C:20]([F:23])([F:22])[F:21])[CH:18]=[C:13]2[N:12]=1)[CH3:2], predict the reactants needed to synthesize it. The reactants are: [CH2:1]([S-])[CH3:2].[Na+].Cl[C:6]1[CH:10]=[CH:9][S:8][C:7]=1[C:11]1[N:24]([CH3:25])[C:14]2=[N:15][CH:16]=[C:17]([S:19][C:20]([F:23])([F:22])[F:21])[CH:18]=[C:13]2[N:12]=1.CN1C(=O)CCC1.